From a dataset of NCI-60 drug combinations with 297,098 pairs across 59 cell lines. Regression. Given two drug SMILES strings and cell line genomic features, predict the synergy score measuring deviation from expected non-interaction effect. Drug 1: CN1CCC(CC1)COC2=C(C=C3C(=C2)N=CN=C3NC4=C(C=C(C=C4)Br)F)OC. Drug 2: C1CN1P(=S)(N2CC2)N3CC3. Cell line: MALME-3M. Synergy scores: CSS=16.5, Synergy_ZIP=-3.02, Synergy_Bliss=2.43, Synergy_Loewe=2.32, Synergy_HSA=2.47.